Dataset: Human liver microsome stability data. Task: Regression/Classification. Given a drug SMILES string, predict its absorption, distribution, metabolism, or excretion properties. Task type varies by dataset: regression for continuous measurements (e.g., permeability, clearance, half-life) or binary classification for categorical outcomes (e.g., BBB penetration, CYP inhibition). Dataset: hlm. (1) The drug is CCn1c(C(=O)N(C2CC2)C2CC2)cc2c3c(ncn3C)c(Nc3cc(C)n(C)n3)nc21. The result is 0 (unstable in human liver microsomes). (2) The drug is CS(=O)(=O)c1cc(-c2cccc(-c3ccnc4c(C(F)(F)F)cccc34)c2)c(F)cc1F. The result is 0 (unstable in human liver microsomes). (3) The drug is N#CC1(n2cc([C@@H](NC(=O)c3cccs3)C3CCCCC3)nn2)CC1. The result is 1 (stable in human liver microsomes). (4) The drug is CC#C[C@@H](Cc1nn[nH]n1)c1ccc(OCc2cc(C)c3scc(-c4ccccc4C)c3c2)cc1. The result is 1 (stable in human liver microsomes). (5) The compound is Cc1cc(-c2cc(NS(C)(=O)=O)ccc2Oc2ccc(F)cc2F)n2ccnc(O)c12. The result is 0 (unstable in human liver microsomes). (6) The molecule is Cc1ccc(S(=O)(=O)N2CC(N)C(c3ccc(Cl)cc3Cl)C2)cc1. The result is 0 (unstable in human liver microsomes). (7) The drug is CCCCc1nc2cc(/C=C/C(=O)NO)ccc2n1CCNC(C)C. The result is 0 (unstable in human liver microsomes). (8) The molecule is CCOP(=O)(OCC)c1ccncc1. The result is 0 (unstable in human liver microsomes). (9) The compound is CN[C@H]1Cc2ccccc2[C@H](c2ccc(Cl)c(Cl)c2)C1. The result is 0 (unstable in human liver microsomes).